From a dataset of HIV replication inhibition screening data with 41,000+ compounds from the AIDS Antiviral Screen. Binary Classification. Given a drug SMILES string, predict its activity (active/inactive) in a high-throughput screening assay against a specified biological target. The compound is CN1CCC2(CC1)C(NC1CCCCC1)=NC(=O)N2c1ccccc1.Cl. The result is 0 (inactive).